Predict the reactants needed to synthesize the given product. From a dataset of Full USPTO retrosynthesis dataset with 1.9M reactions from patents (1976-2016). (1) Given the product [Br:17][C:10]1[N:9]=[C:8]([CH:11]2[CH2:16][CH2:15][O:14][CH2:13][CH2:12]2)[N:4]2[CH:5]=[CH:6][N:7]=[C:2]([CH3:1])[C:3]=12, predict the reactants needed to synthesize it. The reactants are: [CH3:1][C:2]1[C:3]2[N:4]([C:8]([CH:11]3[CH2:16][CH2:15][O:14][CH2:13][CH2:12]3)=[N:9][CH:10]=2)[CH:5]=[CH:6][N:7]=1.[Br:17]N1C(=O)CCC1=O.O. (2) Given the product [NH2:1][C:4]1[CH:13]=[CH:12][C:7]([C:8]([O:10][CH3:11])=[O:9])=[CH:6][C:5]=1[C:14]([F:15])([F:16])[F:17], predict the reactants needed to synthesize it. The reactants are: [N+:1]([C:4]1[CH:13]=[CH:12][C:7]([C:8]([O:10][CH3:11])=[O:9])=[CH:6][C:5]=1[C:14]([F:17])([F:16])[F:15])([O-])=O. (3) Given the product [CH2:1]([O:3][C:4]([C:6]1[NH:7][C:8]([CH3:21])=[C:9]([C:12]2[CH:13]=[CH:14][C:15]([C:18](=[O:20])[NH:35][C:30]3[CH:31]=[CH:32][CH:33]=[CH:34][C:29]=3[Br:28])=[CH:16][CH:17]=2)[C:10]=1[CH3:11])=[O:5])[CH3:2], predict the reactants needed to synthesize it. The reactants are: [CH2:1]([O:3][C:4]([C:6]1[NH:7][C:8]([CH3:21])=[C:9]([C:12]2[CH:17]=[CH:16][C:15]([C:18]([OH:20])=O)=[CH:14][CH:13]=2)[C:10]=1[CH3:11])=[O:5])[CH3:2].C(Cl)(=O)C(Cl)=O.[Br:28][C:29]1[CH:34]=[CH:33][CH:32]=[CH:31][C:30]=1[NH2:35].C(=O)(O)[O-].[Na+]. (4) Given the product [CH2:25]([O:27][CH2:28][CH:29]1[CH2:34][CH2:33][CH:32]([N:1]2[CH2:2][CH2:3][CH:4]([N:7]3[C:12](=[O:13])[CH2:11][O:10][C@H:9]4[CH2:14][CH2:15][CH2:16][CH2:17][C@H:8]34)[CH2:5][CH2:6]2)[CH2:31][CH2:30]1)[CH3:26], predict the reactants needed to synthesize it. The reactants are: [NH:1]1[CH2:6][CH2:5][CH:4]([N:7]2[C:12](=[O:13])[CH2:11][O:10][C@H:9]3[CH2:14][CH2:15][CH2:16][CH2:17][C@H:8]23)[CH2:3][CH2:2]1.C(N(CC)CC)C.[CH2:25]([O:27][CH2:28][CH:29]1[CH2:34][CH2:33][C:32](=O)[CH2:31][CH2:30]1)[CH3:26].C(O[BH-](OC(=O)C)OC(=O)C)(=O)C.[Na+].C([O-])(O)=O.[Na+]. (5) Given the product [CH:18]([N:17]1[C:11]2[CH:10]=[C:9]([NH:8][C:6]3[CH:5]=[CH:4][N:3]=[C:2]([C:31]4[S:30][C:29]([NH:28][CH3:27])=[N:33][C:32]=4[CH3:34])[N:7]=3)[N:14]=[CH:13][C:12]=2[N:15]=[C:16]1[CH3:21])([CH3:20])[CH3:19], predict the reactants needed to synthesize it. The reactants are: Cl[C:2]1[N:7]=[C:6]([NH:8][C:9]2[N:14]=[CH:13][C:12]3[N:15]=[C:16]([CH3:21])[N:17]([CH:18]([CH3:20])[CH3:19])[C:11]=3[CH:10]=2)[CH:5]=[CH:4][N:3]=1.C(O[C:27](=O)[N:28](C)[C:29]1[S:30][C:31]([Sn](CCCC)(CCCC)CCCC)=[C:32]([CH3:34])[N:33]=1)(C)(C)C. (6) The reactants are: [NH2:1][C:2]1[CH:7]=[CH:6][C:5]([C:8]2[N:13]=[C:12]([N:14]3[CH:19]([CH3:20])[CH2:18][O:17][CH2:16][CH:15]3[CH3:21])[N:11]=[C:10]([C:22]3[CH:27]=[CH:26][C:25]([NH:28][C:29]([NH:31][CH3:32])=[O:30])=[CH:24][CH:23]=3)[N:9]=2)=[CH:4][CH:3]=1.[N:33]1[CH:38]=[CH:37][C:36]([NH:39][C:40](=O)[O:41]C2C=CC=CC=2)=[CH:35][CH:34]=1. Given the product [CH3:21][CH:15]1[CH2:16][O:17][CH2:18][CH:19]([CH3:20])[N:14]1[C:12]1[N:11]=[C:10]([C:22]2[CH:27]=[CH:26][C:25]([NH:28][C:29](=[O:30])[NH:31][CH3:32])=[CH:24][CH:23]=2)[N:9]=[C:8]([C:5]2[CH:4]=[CH:3][C:2]([NH:1][C:40]([NH:39][C:36]3[CH:37]=[CH:38][N:33]=[CH:34][CH:35]=3)=[O:41])=[CH:7][CH:6]=2)[N:13]=1, predict the reactants needed to synthesize it. (7) The reactants are: Cl.[NH2:2][CH:3]1[CH2:8][CH2:7][C:6]([CH3:9])=[CH:5][CH2:4]1.N1C=CC=CC=1.[F:16][C:17]1[CH:25]=[CH:24][C:20]([C:21](Cl)=[O:22])=[CH:19][CH:18]=1.O. Given the product [F:16][C:17]1[CH:25]=[CH:24][C:20]([C:21]([NH:2][CH:3]2[CH2:8][CH2:7][C:6]([CH3:9])=[CH:5][CH2:4]2)=[O:22])=[CH:19][CH:18]=1, predict the reactants needed to synthesize it. (8) Given the product [CH3:20][N:17]1[CH2:18][CH2:19][C:7]2[N:6]([CH2:5][C:4]([C:22]3[CH:23]=[N:24][CH:25]=[CH:26][CH:27]=3)([NH2:1])[CH3:21])[C:14]3[CH:13]=[CH:12][C:11]([CH3:15])=[CH:10][C:9]=3[C:8]=2[CH2:16]1, predict the reactants needed to synthesize it. The reactants are: [N:1]([C:4]([C:22]1[CH:23]=[N:24][CH:25]=[CH:26][CH:27]=1)([CH3:21])[CH2:5][N:6]1[C:14]2[CH:13]=[CH:12][C:11]([CH3:15])=[CH:10][C:9]=2[C:8]2[CH2:16][N:17]([CH3:20])[CH2:18][CH2:19][C:7]1=2)=[N+]=[N-].[Cl-].[NH4+]. (9) Given the product [NH2:14][CH2:13][C:12]([N:11]([CH2:26][C:27](=[O:51])[N:28]([CH2:41][CH2:42][O:43][Si:44]([C:47]([CH3:50])([CH3:49])[CH3:48])([CH3:45])[CH3:46])[CH2:29][CH2:30][C:31]([OH:33])=[O:32])[CH2:10][CH2:9][O:8][Si:1]([CH3:3])([CH3:2])[C:4]([CH3:5])([CH3:6])[CH3:7])=[O:25], predict the reactants needed to synthesize it. The reactants are: [Si:1]([O:8][CH2:9][CH2:10][N:11]([CH2:26][C:27](=[O:51])[N:28]([CH2:41][CH2:42][O:43][Si:44]([C:47]([CH3:50])([CH3:49])[CH3:48])([CH3:46])[CH3:45])[CH2:29][CH2:30][C:31]([O:33]CC1C=CC=CC=1)=[O:32])[C:12](=[O:25])[CH2:13][NH:14]C(=O)OCC1C=CC=CC=1)([C:4]([CH3:7])([CH3:6])[CH3:5])([CH3:3])[CH3:2].